From a dataset of Forward reaction prediction with 1.9M reactions from USPTO patents (1976-2016). Predict the product of the given reaction. (1) Given the reactants [C:1]([O:5][C:6]([NH:8][NH:9][C:10]1[CH:18]=[CH:17][C:13]([C:14]([OH:16])=O)=[CH:12][CH:11]=1)=[O:7])([CH3:4])([CH3:3])[CH3:2].C(N(C(C)C)CC)(C)C.C1CN([P+](Br)(N2CCCC2)N2CCCC2)CC1.F[P-](F)(F)(F)(F)F.Cl.[NH2:53][CH2:54][CH2:55][NH:56][C:57](=[O:66])[O:58][CH2:59][C:60]1[CH:65]=[CH:64][CH:63]=[CH:62][CH:61]=1, predict the reaction product. The product is: [C:1]([O:5][C:6]([NH:8][NH:9][C:10]1[CH:11]=[CH:12][C:13]([C:14]([NH:53][CH2:54][CH2:55][NH:56][C:57]([O:58][CH2:59][C:60]2[CH:65]=[CH:64][CH:63]=[CH:62][CH:61]=2)=[O:66])=[O:16])=[CH:17][CH:18]=1)=[O:7])([CH3:2])([CH3:3])[CH3:4]. (2) Given the reactants [CH3:1][O:2][C:3]([C:5]1[C:6]2[CH:7]=[C:8]([C:26]3[CH:31]=[CH:30][CH:29]=[C:28]([CH2:32][OH:33])[CH:27]=3)[NH:9][C:10]=2[CH:11]=[C:12]([NH:14][C:15]([C@@H:17]2[CH2:19][C@H:18]2[C:20]2[CH:25]=[CH:24][CH:23]=[CH:22][CH:21]=2)=[O:16])[CH:13]=1)=[O:4].[C:34](OC(=O)C)(=[O:36])[CH3:35], predict the reaction product. The product is: [CH3:1][O:2][C:3]([C:5]1[C:6]2[CH:7]=[C:8]([C:26]3[CH:31]=[CH:30][CH:29]=[C:28]([CH2:32][O:33][C:34](=[O:36])[CH3:35])[CH:27]=3)[NH:9][C:10]=2[CH:11]=[C:12]([NH:14][C:15]([C@@H:17]2[CH2:19][C@H:18]2[C:20]2[CH:25]=[CH:24][CH:23]=[CH:22][CH:21]=2)=[O:16])[CH:13]=1)=[O:4]. (3) Given the reactants [OH:1][C:2]1[C:7](=[O:8])[CH:6]=[CH:5][N:4]([CH3:9])[C:3]=1[CH:10](O)[C:11]([F:14])([F:13])[F:12].Cl.[CH3:17][NH:18][CH3:19].CCN(CC)CC, predict the reaction product. The product is: [CH3:17][N:18]([CH3:19])[CH:10]([C:3]1[N:4]([CH3:9])[CH:5]=[CH:6][C:7](=[O:8])[C:2]=1[OH:1])[C:11]([F:14])([F:13])[F:12]. (4) Given the reactants [H-].[Na+].[CH3:3][C:4]([NH:6][C:7]1[CH:8]=[CH:9][C:10]([OH:13])=[CH:11][CH:12]=1)=[O:5].[CH3:14][S:15][CH2:16]Cl.CO, predict the reaction product. The product is: [CH3:14][S:15][CH2:16][O:13][C:10]1[CH:11]=[CH:12][C:7]([NH:6][C:4](=[O:5])[CH3:3])=[CH:8][CH:9]=1. (5) The product is: [NH2:62][C:57]1[CH:58]=[CH:59][CH:60]=[CH:61][C:56]=1[NH:63][C:53]([C:50]1[CH:51]=[C:52]2[C:47](=[CH:48][CH:49]=1)[NH:46][N:45]=[C:44]2/[CH:43]=[CH:42]/[C:38]1[CH:37]=[N:36][CH:41]=[CH:40][CH:39]=1)=[O:55]. Given the reactants C1(P(=O)(C2C=CC=CC=2)C2C=CC=CC=2)C=CC=CC=1.FC(F)(F)S(OS(C(F)(F)F)(=O)=O)(=O)=O.[N:36]1[CH:41]=[CH:40][CH:39]=[C:38](/[CH:42]=[CH:43]/[C:44]2[C:52]3[C:47](=[CH:48][CH:49]=[C:50]([C:53]([OH:55])=O)[CH:51]=3)[NH:46][N:45]=2)[CH:37]=1.[C:56]1([NH2:63])[CH:61]=[CH:60][CH:59]=[CH:58][C:57]=1[NH2:62].C(=O)([O-])O.[Na+], predict the reaction product. (6) Given the reactants [CH3:1][O:2][C:3]([C:5]1[C:9]([N+:10]([O-])=O)=[CH:8][NH:7][N:6]=1)=[O:4].C([O-])=O.[NH4+], predict the reaction product. The product is: [CH3:1][O:2][C:3]([C:5]1[C:9]([NH2:10])=[CH:8][NH:7][N:6]=1)=[O:4]. (7) Given the reactants [OH:1][C:2]1[C:3](=[O:34])[N:4]([C:27]2[N:28]=[N:29][C:30]([CH3:33])=[CH:31][CH:32]=2)[CH:5]([C:18]2[CH:23]=[CH:22][C:21]([CH:24]([CH3:26])[CH3:25])=[CH:20][CH:19]=2)[C:6]=1[C:7](=O)[C:8]1[CH:13]=[CH:12][C:11]([CH:14]([CH3:16])[CH3:15])=[CH:10][CH:9]=1.Cl.[C:36]([CH2:39][O:40][NH2:41])([OH:38])=[O:37].[C:36]([CH2:39][O:40][NH2:41])([OH:38])=[O:37], predict the reaction product. The product is: [OH:1][C:2]1[C:3](=[O:34])[N:4]([C:27]2[N:28]=[N:29][C:30]([CH3:33])=[CH:31][CH:32]=2)[CH:5]([C:18]2[CH:19]=[CH:20][C:21]([CH:24]([CH3:25])[CH3:26])=[CH:22][CH:23]=2)[C:6]=1[C:7](=[N:41][O:40][CH2:39][C:36]([OH:38])=[O:37])[C:8]1[CH:13]=[CH:12][C:11]([CH:14]([CH3:16])[CH3:15])=[CH:10][CH:9]=1.